This data is from Forward reaction prediction with 1.9M reactions from USPTO patents (1976-2016). The task is: Predict the product of the given reaction. (1) Given the reactants C(Cl)(Cl)=S.[Br:5][C:6]1[CH:7]=[C:8]([F:13])[C:9]([OH:12])=[N:10][CH:11]=1.[CH:14]([Cl:17])([Cl:16])[Cl:15], predict the reaction product. The product is: [Br:5][C:6]1[CH:7]=[C:8]([F:13])[C:9]([O:12][C:14]([Cl:17])([Cl:16])[Cl:15])=[N:10][CH:11]=1. (2) Given the reactants [H-].[Na+].[NH:3]1[C:11]2[C:6](=[CH:7][CH:8]=[CH:9][CH:10]=2)[CH:5]=[CH:4]1.[CH2:12]([N:14]([CH2:18][CH3:19])[C:15](Cl)=[O:16])[CH3:13].O, predict the reaction product. The product is: [CH2:12]([N:14]([CH2:18][CH3:19])[C:15]([N:3]1[C:11]2[C:6](=[CH:7][CH:8]=[CH:9][CH:10]=2)[CH:5]=[CH:4]1)=[O:16])[CH3:13]. (3) Given the reactants [C:1]([O:5][C:6](=[O:14])[NH:7][CH:8]1[CH2:13][CH2:12][NH:11][CH2:10][CH2:9]1)([CH3:4])([CH3:3])[CH3:2].[C:15](O)(=O)[CH3:16], predict the reaction product. The product is: [C:1]([O:5][C:6](=[O:14])[NH:7][CH:8]1[CH2:13][CH2:12][N:11]([CH2:15][CH3:16])[CH2:10][CH2:9]1)([CH3:4])([CH3:2])[CH3:3]. (4) Given the reactants [F:1][C:2]1[C:11]([F:12])=[C:10]2[C:5]([CH:6]=[CH:7][CH:8]([CH2:13][CH2:14][CH3:15])[O:9]2)=[C:4]2[CH:16]=[C:17]([CH3:19])[O:18][C:3]=12, predict the reaction product. The product is: [F:1][C:2]1[C:11]([F:12])=[C:10]2[C:5]([CH2:6][CH2:7][CH:8]([CH2:13][CH2:14][CH3:15])[O:9]2)=[C:4]2[CH:16]=[C:17]([CH3:19])[O:18][C:3]=12. (5) Given the reactants [C:1]1([C:7]#[C:8][CH2:9][O:10][SiH:11]([CH:15]([CH3:17])[CH3:16])[CH:12]([CH3:14])[CH3:13])[CH2:6][CH2:5][CH2:4][CH2:3][CH:2]=1.CC([O-])(C)C.[K+], predict the reaction product. The product is: [C:1]1([C:7]2[Si:11]([CH:15]([CH3:17])[CH3:16])([CH:12]([CH3:13])[CH3:14])[O:10][CH2:9][CH:8]=2)[CH2:6][CH2:5][CH2:4][CH2:3][CH:2]=1. (6) Given the reactants [Si:1]([O:18][CH2:19][C:20]1[C:28]([S:29]([CH3:32])(=[O:31])=[O:30])=[CH:27][C:26]2[N:25]3[CH2:33][CH2:34][NH:35][CH:36]([CH:37]([CH3:39])[CH3:38])[C:24]3=[CH:23][C:22]=2[CH:21]=1)([C:14]([CH3:17])([CH3:16])[CH3:15])([C:8]1[CH:13]=[CH:12][CH:11]=[CH:10][CH:9]=1)[C:2]1[CH:7]=[CH:6][CH:5]=[CH:4][CH:3]=1.Cl[C:41]1[N:46]=[C:45]([C:47]([F:50])([F:49])[F:48])[C:44]([C:51]([O:53][CH2:54][CH3:55])=[O:52])=[CH:43][N:42]=1.CCN(C(C)C)C(C)C, predict the reaction product. The product is: [Si:1]([O:18][CH2:19][C:20]1[C:28]([S:29]([CH3:32])(=[O:31])=[O:30])=[CH:27][C:26]2[N:25]3[CH2:33][CH2:34][NH:35][CH:36]([CH:37]([CH3:39])[CH3:38])[C:24]3=[CH:23][C:22]=2[CH:21]=1)([C:14]([CH3:15])([CH3:16])[CH3:17])([C:2]1[CH:7]=[CH:6][CH:5]=[CH:4][CH:3]=1)[C:8]1[CH:13]=[CH:12][CH:11]=[CH:10][CH:9]=1.[OH:18][CH2:19][C:20]1[C:28]([S:29]([CH3:32])(=[O:31])=[O:30])=[CH:27][C:26]2[N:25]3[CH2:33][CH2:34][N:35]([C:41]4[N:46]=[C:45]([C:47]([F:49])([F:50])[F:48])[C:44]([C:51]([O:53][CH2:54][CH3:55])=[O:52])=[CH:43][N:42]=4)[CH:36]([CH:37]([CH3:38])[CH3:39])[C:24]3=[CH:23][C:22]=2[CH:21]=1. (7) Given the reactants [CH3:1][NH:2][C:3]1[CH:8]=[CH:7][CH:6]=[CH:5][CH:4]=1.C(N(C(C)C)CC)(C)C.Cl[CH2:19][C:20](Cl)=[O:21].[NH:23]1[C:27]2[CH:28]=[CH:29][CH:30]=[CH:31][C:26]=2[N:25]=[C:24]1[NH2:32], predict the reaction product. The product is: [NH2:32][C:24]1[N:25]([CH2:19][C:20]([N:2]([CH3:1])[C:3]2[CH:8]=[CH:7][CH:6]=[CH:5][CH:4]=2)=[O:21])[C:26]2[CH:31]=[CH:30][CH:29]=[CH:28][C:27]=2[N:23]=1. (8) The product is: [Cl:1][C:2]1[CH:10]=[C:9]2[C:5]([C:6]([C:16]([OH:21])=[O:24])=[CH:7][N:8]2[CH2:11][C:12](=[O:13])[NH:14][CH3:15])=[CH:4][CH:3]=1. Given the reactants [Cl:1][C:2]1[CH:10]=[C:9]2[C:5]([C:6]([C:16](=[O:21])C(F)(F)F)=[CH:7][N:8]2[CH2:11][C:12]([NH:14][CH3:15])=[O:13])=[CH:4][CH:3]=1.C[Si](C)(C)[O-:24].[Na+], predict the reaction product. (9) Given the reactants [CH3:1][NH:2]C(O)C.[H-].[Na+].[CH2:17]1O[CH2:21][CH2:20][O:19][CH2:18][CH2:17]OCCO[CH2:21][CH2:20][O:19][CH2:18]1.[CH3:23][C:24]1[CH:29]=[C:28]([NH:30][C:31]2[C:40]3[C:35](=CC=[CH:38][C:39]=3F)[N:34]=[CH:33][N:32]=2)[CH:27]=[CH:26][C:25]=1[OH:42], predict the reaction product. The product is: [CH3:23][C:24]1[CH:29]=[C:28]([NH:30][C:31]2[C:21]3[C:35](=[CH:40][CH:39]=[CH:38][C:20]=3[O:19][CH2:18][CH2:17][NH:2][CH3:1])[N:34]=[CH:33][N:32]=2)[CH:27]=[CH:26][C:25]=1[OH:42]. (10) Given the reactants [CH2:1]([NH:19][CH2:20][CH2:21][CH2:22][CH2:23][CH2:24][CH2:25][CH2:26][CH2:27][CH2:28][CH2:29][CH2:30][CH2:31][CH2:32][CH2:33][CH2:34][CH2:35][CH2:36][CH3:37])[CH2:2][CH2:3][CH2:4][CH2:5][CH2:6][CH2:7][CH2:8][CH2:9][CH2:10][CH2:11][CH2:12][CH2:13][CH2:14][CH2:15][CH2:16][CH2:17][CH3:18].[O-2].[Zn+2:39].[Zn].[C:41](=[S:43])=[S:42], predict the reaction product. The product is: [CH2:20]([N:19]([CH2:1][CH2:2][CH2:3][CH2:4][CH2:5][CH2:6][CH2:7][CH2:8][CH2:9][CH2:10][CH2:11][CH2:12][CH2:13][CH2:14][CH2:15][CH2:16][CH2:17][CH3:18])[C:41](=[S:42])[S-:43])[CH2:21][CH2:22][CH2:23][CH2:24][CH2:25][CH2:26][CH2:27][CH2:28][CH2:29][CH2:30][CH2:31][CH2:32][CH2:33][CH2:34][CH2:35][CH2:36][CH3:37].[Zn+2:39].[CH2:20]([N:19]([CH2:1][CH2:2][CH2:3][CH2:4][CH2:5][CH2:6][CH2:7][CH2:8][CH2:9][CH2:10][CH2:11][CH2:12][CH2:13][CH2:14][CH2:15][CH2:16][CH2:17][CH3:18])[C:41](=[S:42])[S-:43])[CH2:21][CH2:22][CH2:23][CH2:24][CH2:25][CH2:26][CH2:27][CH2:28][CH2:29][CH2:30][CH2:31][CH2:32][CH2:33][CH2:34][CH2:35][CH2:36][CH3:37].